From a dataset of Full USPTO retrosynthesis dataset with 1.9M reactions from patents (1976-2016). Predict the reactants needed to synthesize the given product. Given the product [O:22]=[C:12]([C:6]1[CH:7]=[CH:8][CH:9]=[CH:10][CH:11]=1)[CH2:13][C:14]1[CH:15]=[CH:16][C:17](=[O:20])[NH:18][N:19]=1, predict the reactants needed to synthesize it. The reactants are: S(=O)(=O)(O)O.[C:6]1([C:12]#[C:13][C:14]2[CH:15]=[CH:16][C:17](=[O:20])[NH:18][N:19]=2)[CH:11]=[CH:10][CH:9]=[CH:8][CH:7]=1.C(=O)([O-])[O-:22].[Na+].[Na+].